From a dataset of Full USPTO retrosynthesis dataset with 1.9M reactions from patents (1976-2016). Predict the reactants needed to synthesize the given product. (1) Given the product [Br:7][C:8]1[CH:16]=[C:15]([Cl:17])[CH:14]=[CH:13][C:9]=1[CH2:10][OH:11], predict the reactants needed to synthesize it. The reactants are: B.C1COCC1.[Br:7][C:8]1[CH:16]=[C:15]([Cl:17])[CH:14]=[CH:13][C:9]=1[C:10](O)=[O:11]. (2) The reactants are: [F:1][C:2]([F:7])([F:6])[C:3]([OH:5])=[O:4].C[O:9][C:10](=[O:69])[C:11]1[CH:16]=[CH:15][C:14]([C:17]([N:19]2[CH2:23][CH2:22][C@@H:21]([NH:24][C:25]([NH:27][C@@H:28]3[CH2:32][CH2:31][N:30]([C:33]4[N:41]=[C:40]5[C:36]([N:37]=[CH:38][N:39]5[C@H:42]5[C@H:46]([OH:47])[C@H:45]([OH:48])[C@@H:44]([C:49](=[O:53])[NH:50][CH2:51][CH3:52])[O:43]5)=[C:35]([NH:54][CH2:55][CH:56]([C:63]5[CH:68]=[CH:67][CH:66]=[CH:65][CH:64]=5)[C:57]5[CH:62]=[CH:61][CH:60]=[CH:59][CH:58]=5)[N:34]=4)[CH2:29]3)=[O:26])[CH2:20]2)=[O:18])=[CH:13][CH:12]=1.[OH-].[K+]. Given the product [F:1][C:2]([F:7])([F:6])[C:3]([OH:5])=[O:4].[C:63]1([CH:56]([C:57]2[CH:58]=[CH:59][CH:60]=[CH:61][CH:62]=2)[CH2:55][NH:54][C:35]2[N:34]=[C:33]([N:30]3[CH2:31][CH2:32][C@@H:28]([NH:27][C:25](=[O:26])[NH:24][C@@H:21]4[CH2:22][CH2:23][N:19]([C:17]([C:14]5[CH:15]=[CH:16][C:11]([C:10]([OH:69])=[O:9])=[CH:12][CH:13]=5)=[O:18])[CH2:20]4)[CH2:29]3)[N:41]=[C:40]3[C:36]=2[N:37]=[CH:38][N:39]3[C@H:42]2[C@H:46]([OH:47])[C@H:45]([OH:48])[C@@H:44]([C:49](=[O:53])[NH:50][CH2:51][CH3:52])[O:43]2)[CH:68]=[CH:67][CH:66]=[CH:65][CH:64]=1, predict the reactants needed to synthesize it. (3) Given the product [CH3:25][C:26]1[CH:31]=[CH:30][C:29]([S:32]([O:1][CH2:2][CH2:3][CH2:4][CH2:5][CH2:6][CH2:7][CH2:8][CH2:9][NH:10][C:11]([O:12][C:13]([CH3:14])([CH3:16])[CH3:15])=[O:17])(=[O:34])=[O:33])=[CH:28][CH:27]=1, predict the reactants needed to synthesize it. The reactants are: [OH:1][CH2:2][CH2:3][CH2:4][CH2:5][CH2:6][CH2:7][CH2:8][CH2:9][NH:10][C:11](=[O:17])[O:12][C:13]([CH3:16])([CH3:15])[CH3:14].CCN(CC)CC.[CH3:25][C:26]1[CH:31]=[CH:30][C:29]([S:32](Cl)(=[O:34])=[O:33])=[CH:28][CH:27]=1. (4) Given the product [Br:19][C:20]1[CH:25]=[C:24]([Cl:26])[CH:23]=[CH:22][C:21]=1[O:27][C:2]1[N:6]([CH3:7])[C:5]2[C:8]([CH:14]([CH2:17][CH3:18])[CH2:15][CH3:16])=[CH:9][CH:10]=[C:11]([O:12][CH3:13])[C:4]=2[N:3]=1, predict the reactants needed to synthesize it. The reactants are: Cl[C:2]1[N:6]([CH3:7])[C:5]2[C:8]([CH:14]([CH2:17][CH3:18])[CH2:15][CH3:16])=[CH:9][CH:10]=[C:11]([O:12][CH3:13])[C:4]=2[N:3]=1.[Br:19][C:20]1[CH:25]=[C:24]([Cl:26])[CH:23]=[CH:22][C:21]=1[OH:27].C([Li])CCC.CCCCCC.S(Cl)(Cl)(=O)=O.N.[Cl-].[NH4+]. (5) The reactants are: [Cl:1][C:2]1[CH:3]=[C:4]([C:13]2[S:17][C:16]([NH:18][C:19](=[O:21])[CH3:20])=[N:15][C:14]=2[CH3:22])[CH:5]=[C:6]([Cl:12])[C:7]=1[S:8](=[O:11])(=[O:10])N.[CH3:23][NH:24][CH3:25]. Given the product [Cl:12][C:6]1[CH:5]=[C:4]([C:13]2[S:17][C:16]([NH:18][C:19](=[O:21])[CH3:20])=[N:15][C:14]=2[CH3:22])[CH:3]=[C:2]([Cl:1])[C:7]=1[S:8](=[O:10])(=[O:11])[N:24]([CH3:25])[CH3:23], predict the reactants needed to synthesize it. (6) Given the product [ClH:1].[CH3:39][N:26]1[C:25]2[CH:31]=[C:21]([CH2:20][CH2:19][N:16]3[CH2:17][CH2:18][N:13]([C:9]4[CH:8]=[CH:7][CH:6]=[C:5]5[C:10]=4[CH:11]=[CH:12][C:3]([CH3:2])=[N:4]5)[CH2:14][CH2:15]3)[CH:22]=[CH:23][C:24]=2[O:29][CH2:28][C:27]1=[O:30], predict the reactants needed to synthesize it. The reactants are: [ClH:1].[CH3:2][C:3]1[CH:12]=[CH:11][C:10]2[C:5](=[CH:6][CH:7]=[CH:8][C:9]=2[N:13]2[CH2:18][CH2:17][N:16]([CH2:19][CH2:20][C:21]3[CH:22]=[CH:23][C:24]4[O:29][CH2:28][C:27](=[O:30])[NH:26][C:25]=4[CH:31]=3)[CH2:15][CH2:14]2)[N:4]=1.[H-].[Na+].CI.[Cl-].[NH4+].Cl.[CH2:39](OCC)C.